Dataset: Reaction yield outcomes from USPTO patents with 853,638 reactions. Task: Predict the reaction yield, written as a fraction of the theoretical maximum amount of product (1.0 means a 100% yield; for example, 0.34 means a 34% yield). (1) The reactants are [Cl:1][C:2]1[N:10]=[CH:9][N:8]=[C:7]2[C:3]=1[N:4]=[CH:5][NH:6]2.[O:11]1[CH:16]=[CH:15][CH2:14][CH2:13][CH2:12]1. The catalyst is CCOC(C)=O.CC1C=CC(S(O)(=O)=O)=CC=1. The product is [Cl:1][C:2]1[N:10]=[CH:9][N:8]=[C:7]2[C:3]=1[N:4]=[CH:5][N:6]2[CH:12]1[CH2:13][CH2:14][CH2:15][CH2:16][O:11]1. The yield is 0.993. (2) The reactants are [CH2:1]([C:21]1[C:26]([OH:27])=[C:25]([CH3:28])[C:24]([CH3:29])=[C:23]([OH:30])[C:22]=1[CH3:31])/[CH:2]=[C:3](/[CH2:5][CH2:6][CH2:7][C@@H:8]([CH2:10][CH2:11][CH2:12][C@@H:13]([CH2:15][CH2:16][CH2:17][CH:18]([CH3:20])[CH3:19])[CH3:14])[CH3:9])\[CH3:4].[C:32]([O:35]C(=O)C)(=[O:34])[CH3:33]. The catalyst is N1C=CC=CC=1. The product is [C:32]([OH:35])(=[O:34])[CH3:33].[C:32]([OH:35])(=[O:34])[CH3:33].[CH2:1]([C:21]1[C:26]([OH:27])=[C:25]([CH3:28])[C:24]([CH3:29])=[C:23]([OH:30])[C:22]=1[CH3:31])/[CH:2]=[C:3](/[CH2:5][CH2:6][CH2:7][C@@H:8]([CH2:10][CH2:11][CH2:12][C@@H:13]([CH2:15][CH2:16][CH2:17][CH:18]([CH3:19])[CH3:20])[CH3:14])[CH3:9])\[CH3:4]. The yield is 0.950. (3) The reactants are [Cl:1][C:2]1[CH:7]=[CH:6][C:5]([N:8]2[CH2:12][CH2:11][CH:10]([CH:13]([NH2:15])[CH3:14])[CH2:9]2)=[C:4]([N+:16]([O-:18])=[O:17])[CH:3]=1.[C:19]([O:23][C:24](O[C:24]([O:23][C:19]([CH3:22])([CH3:21])[CH3:20])=[O:25])=[O:25])([CH3:22])([CH3:21])[CH3:20]. The catalyst is ClCCl. The product is [C:19]([O:23][C:24](=[O:25])[NH:15][CH:13]([CH:10]1[CH2:11][CH2:12][N:8]([C:5]2[CH:6]=[CH:7][C:2]([Cl:1])=[CH:3][C:4]=2[N+:16]([O-:18])=[O:17])[CH2:9]1)[CH3:14])([CH3:22])([CH3:21])[CH3:20]. The yield is 0.840. (4) The reactants are [CH2:1]([O:3][CH2:4][C:5]1[N:6]([CH2:18][CH2:19][CH2:20][C:21]2([OH:27])[CH2:26][CH2:25][CH2:24][CH2:23][CH2:22]2)[C:7]2[C:16]3[CH:15]=[CH:14][CH:13]=[CH:12][C:11]=3[N:10]=[CH:9][C:8]=2[N:17]=1)[CH3:2].C1C=C(Cl)C=C(C(OO)=O)C=1.[OH-].[NH4+:40].C1(C)C=CC(S(Cl)(=O)=O)=CC=1. The catalyst is C(Cl)(Cl)Cl. The product is [NH2:40][C:9]1[C:8]2[N:17]=[C:5]([CH2:4][O:3][CH2:1][CH3:2])[N:6]([CH2:18][CH2:19][CH2:20][C:21]3([OH:27])[CH2:22][CH2:23][CH2:24][CH2:25][CH2:26]3)[C:7]=2[C:16]2[CH:15]=[CH:14][CH:13]=[CH:12][C:11]=2[N:10]=1. The yield is 0.530. (5) The catalyst is C1(C)C=CC=CC=1.CN(C)C1C=CN=CC=1.C(OCC)(=O)C.O1CCCC1.N1C=CC=CC=1. The reactants are ClC(Cl)(O[C:5](=[O:11])[O:6][C:7](Cl)(Cl)Cl)Cl.[Cl:13][C:14]1[C:15]([O:24][C:25]2[CH:30]=[C:29]([O:31][CH2:32][CH2:33][O:34][CH3:35])[CH:28]=[CH:27][C:26]=2/[CH:36]=[CH:37]/CO)=[N:16][CH:17]=[C:18]([C:20]([F:23])([F:22])[F:21])[CH:19]=1.[CH2:40]([S:45]([NH2:48])(=[O:47])=[O:46])[CH2:41][CH2:42][CH2:43][CH3:44].C(N(CC)C(C)C)(C)C.Cl. The yield is 0.0300. The product is [CH2:40]([S:45]([NH:48][C:5](=[O:11])[O:6][CH2:7]/[CH:37]=[CH:36]/[C:26]1[CH:27]=[CH:28][C:29]([O:31][CH2:32][CH2:33][O:34][CH3:35])=[CH:30][C:25]=1[O:24][C:15]1[C:14]([Cl:13])=[CH:19][C:18]([C:20]([F:23])([F:22])[F:21])=[CH:17][N:16]=1)(=[O:47])=[O:46])[CH2:41][CH2:42][CH2:43][CH3:44].